This data is from Full USPTO retrosynthesis dataset with 1.9M reactions from patents (1976-2016). The task is: Predict the reactants needed to synthesize the given product. (1) Given the product [CH2:29]([C:16]1[N:17]=[N:18][C:19]([O:21][CH:22]2[CH2:23][CH2:24][N:25]([CH3:28])[CH2:26][CH2:27]2)=[CH:20][C:15]=1[C:12]1[CH:13]=[CH:14][C:9]([OH:8])=[C:10]([O:33][CH3:34])[CH:11]=1)[CH2:30][CH2:31][CH3:32], predict the reactants needed to synthesize it. The reactants are: C([O:8][C:9]1[CH:14]=[CH:13][C:12]([C:15]2[CH:20]=[C:19]([O:21][CH:22]3[CH2:27][CH2:26][N:25]([CH3:28])[CH2:24][CH2:23]3)[N:18]=[N:17][C:16]=2[CH2:29][CH2:30][CH2:31][CH3:32])=[CH:11][C:10]=1[O:33][CH3:34])C1C=CC=CC=1. (2) Given the product [CH:1]1([C:4]2[N:8]([CH:9]3[CH2:10][CH2:11]3)[C:7]([C:12]([C:14]3[S:15][C:16]([CH2:19][CH3:20])=[CH:17][CH:18]=3)([CH3:21])[CH3:13])=[N:6][N:5]=2)[CH2:3][CH2:2]1, predict the reactants needed to synthesize it. The reactants are: [CH:1]1([C:4]2[N:8]([CH:9]3[CH2:11][CH2:10]3)[C:7]([C:12]([CH3:21])([C:14]3[S:15][C:16]([CH:19]=[CH2:20])=[CH:17][CH:18]=3)[CH3:13])=[N:6][N:5]=2)[CH2:3][CH2:2]1.[H][H]. (3) Given the product [C:16]([O:19][C:20](=[O:21])[NH:12][C:11]1[CH:13]=[CH:14][C:8]([N:5]2[CH2:4][CH2:3][N:2]([CH3:1])[CH2:7][CH2:6]2)=[CH:9][CH:10]=1)([CH3:18])([CH3:17])[CH3:15], predict the reactants needed to synthesize it. The reactants are: [CH3:1][N:2]1[CH2:7][CH2:6][N:5]([C:8]2[CH:14]=[CH:13][C:11]([NH2:12])=[CH:10][CH:9]=2)[CH2:4][CH2:3]1.[CH3:15][C:16]([O:19][C:20](O[C:20]([O:19][C:16]([CH3:18])([CH3:17])[CH3:15])=[O:21])=[O:21])([CH3:18])[CH3:17]. (4) Given the product [O:18]1[C@H:3]([C:4]2[CH:9]=[CH:8][CH:7]=[CH:6][CH:5]=2)[C@H:2]1[CH2:1][OH:10], predict the reactants needed to synthesize it. The reactants are: [CH2:1]([OH:10])[CH:2]=[CH:3][C:4]1[CH:9]=[CH:8][CH:7]=[CH:6][CH:5]=1.C(Cl)Cl.C([O:18]O)(C)(C)C.C(OP(OCC)OCC)C. (5) Given the product [Br:17][C:12]1[CH:13]=[CH:14][CH:15]=[CH:16][C:11]=1[CH2:10][CH2:9][CH:8]([NH:7][S:37]([C:32]1[C:31]2[CH:30]=[CH:29][NH:28][C:36]=2[CH:35]=[CH:34][CH:33]=1)(=[O:38])=[O:39])[C:18]([N:20]1[CH2:21][CH2:22][CH:23]([CH3:26])[CH2:24][CH2:25]1)=[O:19], predict the reactants needed to synthesize it. The reactants are: C(OC(=O)[NH:7][CH:8]([C:18]([N:20]1[CH2:25][CH2:24][CH:23]([CH3:26])[CH2:22][CH2:21]1)=[O:19])[CH2:9][CH2:10][C:11]1[CH:16]=[CH:15][CH:14]=[CH:13][C:12]=1[Br:17])(C)(C)C.[NH:28]1[C:36]2[CH:35]=[CH:34][CH:33]=[C:32]([S:37](Cl)(=[O:39])=[O:38])[C:31]=2[CH:30]=[CH:29]1. (6) Given the product [Br:8][C:5]1[CH:6]=[CH:7][C:2]([N:1]2[C:13]([CH3:14])=[CH:12][CH:11]=[C:10]2[CH3:9])=[N:3][CH:4]=1, predict the reactants needed to synthesize it. The reactants are: [NH2:1][C:2]1[CH:7]=[CH:6][C:5]([Br:8])=[CH:4][N:3]=1.[CH3:9][C:10](=O)[CH2:11][CH2:12][C:13](=O)[CH3:14].C1(C)C=CC(S(O)(=O)=O)=CC=1. (7) Given the product [CH2:1]([N:8]1[CH2:9][CH2:10][C:11]2([N:15]=[C:14]([C:16]3[CH:21]=[CH:20][C:19]([Br:22])=[CH:18][CH:17]=3)[N:13]([CH2:23][C@@H:24]3[CH2:28][CH2:27][N:26]([C:42]([CH:39]4[CH2:41][CH2:40]4)=[O:43])[CH2:25]3)[C:12]2=[O:29])[CH2:30][CH2:31]1)[C:2]1[CH:3]=[CH:4][CH:5]=[CH:6][CH:7]=1, predict the reactants needed to synthesize it. The reactants are: [CH2:1]([N:8]1[CH2:31][CH2:30][C:11]2([N:15]=[C:14]([C:16]3[CH:21]=[CH:20][C:19]([Br:22])=[CH:18][CH:17]=3)[N:13]([CH2:23][C@@H:24]3[CH2:28][CH2:27][NH:26][CH2:25]3)[C:12]2=[O:29])[CH2:10][CH2:9]1)[C:2]1[CH:7]=[CH:6][CH:5]=[CH:4][CH:3]=1.C(N(CC)CC)C.[CH:39]1([C:42](Cl)=[O:43])[CH2:41][CH2:40]1.CO. (8) Given the product [OH:4][CH2:5][C:6]1[C:7]([CH3:33])=[C:8]([C:14]2([C:30]([NH2:32])=[O:31])[CH:18]([S:19](=[O:28])(=[O:29])[NH:20][C:21]3[O:25][N:24]=[C:23]([CH3:26])[C:22]=3[Cl:27])[CH:17]=[CH:16][S:15]2)[C:9]([CH3:13])=[CH:10][C:11]=1[CH3:12], predict the reactants needed to synthesize it. The reactants are: C([O:4][CH2:5][C:6]1[C:7]([CH3:33])=[C:8]([C:14]2([C:30]([NH2:32])=[O:31])[CH:18]([S:19](=[O:29])(=[O:28])[NH:20][C:21]3[O:25][N:24]=[C:23]([CH3:26])[C:22]=3[Cl:27])[CH:17]=[CH:16][S:15]2)[C:9]([CH3:13])=[CH:10][C:11]=1[CH3:12])(=O)C.C[O-].[Na+].